This data is from Full USPTO retrosynthesis dataset with 1.9M reactions from patents (1976-2016). The task is: Predict the reactants needed to synthesize the given product. (1) The reactants are: [Cl:1][C:2]1[CH:7]=[CH:6][C:5]([C:8]2[N:16]([C:17]3[CH:22]=[CH:21][C:20]([Cl:23])=[CH:19][C:18]=3[Cl:24])[C:15]3[CH2:14][CH2:13][NH:12][C:11](=[O:25])[C:10]=3[C:9]=2[CH3:26])=[CH:4][CH:3]=1.[H-].[K+]. Given the product [Cl:1][C:2]1[CH:3]=[CH:4][C:5]([C:8]2[N:16]([C:17]3[CH:22]=[CH:21][C:20]([Cl:23])=[CH:19][C:18]=3[Cl:24])[C:15]3[CH2:14][CH2:13][N:12]([C:11]4[CH:10]=[CH:15][CH:14]=[CH:13][N:12]=4)[C:11](=[O:25])[C:10]=3[C:9]=2[CH3:26])=[CH:6][CH:7]=1, predict the reactants needed to synthesize it. (2) Given the product [CH3:27][S:28][C:29]1[CH:34]=[CH:33][CH:32]=[CH:31][C:30]=1[C:2]1[C:3]2[CH:17]=[CH:16][C:15](=[O:18])[N:14]([C:19]3[C:24]([F:25])=[CH:23][CH:22]=[CH:21][C:20]=3[F:26])[C:4]=2[N:5]=[C:6]([NH:8][CH:9]([CH2:12][OH:13])[CH2:10][OH:11])[N:7]=1, predict the reactants needed to synthesize it. The reactants are: Cl[C:2]1[C:3]2[CH:17]=[CH:16][C:15](=[O:18])[N:14]([C:19]3[C:24]([F:25])=[CH:23][CH:22]=[CH:21][C:20]=3[F:26])[C:4]=2[N:5]=[C:6]([NH:8][CH:9]([CH2:12][OH:13])[CH2:10][OH:11])[N:7]=1.[CH3:27][S:28][C:29]1[CH:34]=[CH:33][CH:32]=[CH:31][C:30]=1B(O)O.C([O-])([O-])=O.[K+].[K+]. (3) Given the product [Cl:24][CH:8]([C:7]1[C:2]([CH3:1])=[N:3][C:4]([C:12]2[CH:17]=[CH:16][CH:15]=[C:14]([C:18]([F:21])([F:20])[F:19])[CH:13]=2)=[CH:5][CH:6]=1)[CH2:9][CH3:10], predict the reactants needed to synthesize it. The reactants are: [CH3:1][C:2]1[C:7]([CH:8](O)[CH2:9][CH3:10])=[CH:6][CH:5]=[C:4]([C:12]2[CH:17]=[CH:16][CH:15]=[C:14]([C:18]([F:21])([F:20])[F:19])[CH:13]=2)[N:3]=1.O=S(Cl)[Cl:24].